Dataset: Full USPTO retrosynthesis dataset with 1.9M reactions from patents (1976-2016). Task: Predict the reactants needed to synthesize the given product. Given the product [Br:12][C:13]1[CH:18]=[CH:17][CH:16]=[CH:15][C:14]=1[O:11][CH:8]1[CH2:7][NH:6][CH2:5][C:4]2[CH:3]=[C:2]([CH3:1])[S:10][C:9]1=2, predict the reactants needed to synthesize it. The reactants are: [CH3:1][C:2]1[S:10][C:9]2[CH:8]([OH:11])[CH2:7][NH:6][CH2:5][C:4]=2[CH:3]=1.[Br:12][C:13]1[CH:18]=[CH:17][CH:16]=[CH:15][C:14]=1F.